This data is from Catalyst prediction with 721,799 reactions and 888 catalyst types from USPTO. The task is: Predict which catalyst facilitates the given reaction. (1) Reactant: [CH2:1]([P:3]([CH2:6][CH3:7])(=[O:5])[O-:4])[CH3:2].[Na+].[OH-].[Al+3:10].[OH-].[OH-]. Product: [CH2:1]([P:3]([CH2:6][CH3:7])(=[O:4])[O-:5])[CH3:2].[Al+3:10].[CH2:1]([P:3]([CH2:6][CH3:7])(=[O:4])[O-:5])[CH3:2].[CH2:1]([P:3]([CH2:6][CH3:7])(=[O:4])[O-:5])[CH3:2]. The catalyst class is: 15. (2) Reactant: [Cl:1][C:2]1[C:10]2[S:9][C:8]([C:11]([OH:13])=O)=[CH:7][C:6]=2[CH:5]=[CH:4][CH:3]=1.CN(C(ON1N=NC2C1=CC=CC=2)=[N+](C)C)C.F[P-](F)(F)(F)(F)F.C(N(C(C)C)CC)(C)C.Cl.[N:48]12[CH2:55][CH2:54][CH:51]([CH2:52][CH2:53]1)[C@@H:50]([NH2:56])[CH2:49]2. Product: [Cl:1][C:2]1[C:10]2[S:9][C:8]([C:11]([NH:56][C@@H:50]3[CH:51]4[CH2:54][CH2:55][N:48]([CH2:53][CH2:52]4)[CH2:49]3)=[O:13])=[CH:7][C:6]=2[CH:5]=[CH:4][CH:3]=1. The catalyst class is: 22. (3) Reactant: Br[C:2]1[CH:3]=[CH:4][C:5]2[O:10][CH2:9][CH2:8][N:7]([C:11]3[S:12][C:13]4[CH2:14]C(C)(C)N[C:17](=O)[C:18]=4[N:19]=3)[C:6]=2[CH:23]=1.[NH:24]1[CH:28]=[CH:27][C:26](B(O)O)=[N:25]1.C([O-])([O-])=O.[Na+].[Na+].[OH2:38]. Product: [CH3:5][C:6]1([CH3:23])[NH:7][C:14](=[O:38])[C:13]2[S:12][C:11]([N:7]3[C:6]4[CH:23]=[C:2]([C:26]5[NH:25][N:24]=[CH:28][CH:27]=5)[CH:3]=[CH:4][C:5]=4[O:10][CH2:9][CH2:8]3)=[N:19][C:18]=2[CH2:17]1. The catalyst class is: 837. (4) Reactant: [Br:1][C:2]1[CH:3]=[C:4]([NH:10][C:11]2[CH:16]=[CH:15][C:14]([N:17]3[CH2:22][CH2:21][N:20]([CH3:23])[CH2:19][C@H:18]3[CH3:24])=[CH:13][N:12]=2)[C:5](=[O:9])[N:6]([CH3:8])[CH:7]=1.[O:25]1[CH2:28]C(=O)[CH2:26]1.[BH3-]C#N.[Na+].O. Product: [Br:1][C:2]1[CH:3]=[C:4]([NH:10][C:11]2[CH:16]=[CH:15][C:14]([N:17]3[CH2:22][CH2:21][N:20]([CH:23]4[CH2:28][O:25][CH2:26]4)[CH2:19][C@H:18]3[CH3:24])=[CH:13][N:12]=2)[C:5](=[O:9])[N:6]([CH3:8])[CH:7]=1. The catalyst class is: 466. (5) Reactant: [Cl:1][C:2]1[CH:15]=[CH:14][C:5]([CH2:6][C:7]2[C:8]([CH3:13])=[N:9][NH:10][C:11]=2[NH2:12])=[CH:4][CH:3]=1.[CH3:16][O:17][C:18]1[CH:19]=[C:20]([C:26](=O)[CH2:27][C:28](OC)=[O:29])[CH:21]=[CH:22][C:23]=1[O:24][CH3:25]. Product: [Cl:1][C:2]1[CH:15]=[CH:14][C:5]([CH2:6][C:7]2[C:8]([CH3:13])=[N:9][N:10]3[C:28](=[O:29])[CH:27]=[C:26]([C:20]4[CH:21]=[CH:22][C:23]([O:24][CH3:25])=[C:18]([O:17][CH3:16])[CH:19]=4)[NH:12][C:11]=23)=[CH:4][CH:3]=1. The catalyst class is: 52. (6) Reactant: [CH3:1][NH:2][C:3]([C@H:5]1[CH2:9][CH2:8][C@H:7]([NH:10][C:11](=[O:17])[O:12][C:13]([CH3:16])([CH3:15])[CH3:14])[CH2:6]1)=O.COC1C=CC(P2(SP(C3C=CC(OC)=CC=3)(=S)S2)=[S:27])=CC=1. Product: [CH3:1][NH:2][C:3]([C@H:5]1[CH2:9][CH2:8][C@H:7]([NH:10][C:11](=[O:17])[O:12][C:13]([CH3:16])([CH3:15])[CH3:14])[CH2:6]1)=[S:27]. The catalyst class is: 1.